From a dataset of Full USPTO retrosynthesis dataset with 1.9M reactions from patents (1976-2016). Predict the reactants needed to synthesize the given product. The reactants are: [N:1]1[C:5]2[CH:6]=[CH:7][CH:8]=[CH:9][C:4]=2[NH:3][C:2]=1[CH2:10][C:11]#[N:12].[C:13]([C:15]1[CH:16]=[C:17]([CH:21]([C:26](=O)[CH3:27])[C:22](OC)=[O:23])[CH:18]=[CH:19][CH:20]=1)#[N:14].C([O-])(=O)C.[NH4+]. Given the product [C:13]([C:15]1[CH:16]=[C:17]([CH:21]2[C:22](=[O:23])[N:1]3[C:5]4[CH:6]=[CH:7][CH:8]=[CH:9][C:4]=4[N:3]=[C:2]3[C:10]([C:11]#[N:12])=[C:26]2[CH3:27])[CH:18]=[CH:19][CH:20]=1)#[N:14], predict the reactants needed to synthesize it.